From a dataset of Full USPTO retrosynthesis dataset with 1.9M reactions from patents (1976-2016). Predict the reactants needed to synthesize the given product. (1) Given the product [NH2:10][CH2:11][CH:12]([OH:13])[C:14]([NH:15][CH2:16][C:17]1[CH:22]=[CH:21][CH:20]=[CH:19][CH:18]=1)=[O:23], predict the reactants needed to synthesize it. The reactants are: C(OC(=O)[NH:10][CH2:11][CH:12]([C:14](=[O:23])[NH:15][CH2:16][C:17]1[CH:22]=[CH:21][CH:20]=[CH:19][CH:18]=1)[OH:13])C1C=CC=CC=1. (2) Given the product [CH:30]1([CH:10]([N:11]2[C:15]3[CH:16]=[CH:17][C:18]([F:20])=[CH:19][C:14]=3[N:13]=[C:12]2[C@H:21]([O:28][CH3:29])[C:22]2[CH:27]=[CH:26][CH:25]=[CH:24][CH:23]=2)[C:9]([OH:38])=[O:36])[CH2:35][CH2:34][CH2:33][CH2:32][CH2:31]1, predict the reactants needed to synthesize it. The reactants are: C(N[C:9](=[O:36])[CH:10]([CH:30]1[CH2:35][CH2:34][CH2:33][CH2:32][CH2:31]1)[N:11]1[C:15]2[CH:16]=[CH:17][C:18]([F:20])=[CH:19][C:14]=2[N:13]=[C:12]1[C@H:21]([O:28][CH3:29])[C:22]1[CH:27]=[CH:26][CH:25]=[CH:24][CH:23]=1)C1C=CC=CC=1.N([O-])=[O:38].[Na+].[Li+].[OH-].OO. (3) Given the product [C:1]([O:5][C:6](=[O:21])[NH:7][C@@H:8]([CH:15]1[CH2:19][CH:18]([CH3:22])[C:17](=[O:20])[O:16]1)[CH2:9][CH:10]([CH3:14])[CH2:11][CH:12]=[CH2:13])([CH3:2])([CH3:3])[CH3:4], predict the reactants needed to synthesize it. The reactants are: [C:1]([O:5][C:6](=[O:21])[NH:7][C@@H:8]([CH:15]1[CH:19]=[CH:18][C:17](=[O:20])[O:16]1)[CH2:9][CH:10]([CH3:14])[CH2:11][CH:12]=[CH2:13])([CH3:4])([CH3:3])[CH3:2].[C:22]1(C)C=CC=CC=1. (4) Given the product [C:19]([C:22]1[C:23]([O:33][CH2:34][CH3:35])=[C:24]([CH:31]([OH:38])[CH2:32][NH:9][C:10](=[O:16])[O:11][C:12]([CH3:15])([CH3:14])[CH3:13])[C:25]([C:26]#[N:27])=[C:28]([Cl:30])[CH:29]=1)(=[O:21])[CH3:20], predict the reactants needed to synthesize it. The reactants are: ClC1C=CC(C(O[NH:9][C:10](=[O:16])[O:11][C:12]([CH3:15])([CH3:14])[CH3:13])=O)=CC=1.[C:19]([C:22]1[CH:29]=[C:28]([Cl:30])[C:25]([C:26]#[N:27])=[C:24]([CH:31]=[CH2:32])[C:23]=1[O:33][CH2:34][CH3:35])(=[O:21])[CH3:20].C(=O)([O-:38])N. (5) Given the product [NH2:8][C:4]1[CH:3]=[C:2]([N:9]2[C:17]3[C:12](=[CH:13][CH:14]=[CH:15][CH:16]=3)[C:11]3([CH2:21][CH2:20][CH2:19][CH2:18]3)[C:10]2=[O:22])[CH:7]=[CH:6][N:5]=1, predict the reactants needed to synthesize it. The reactants are: I[C:2]1[CH:7]=[CH:6][N:5]=[C:4]([NH2:8])[CH:3]=1.[NH:9]1[C:17]2[C:12](=[CH:13][CH:14]=[CH:15][CH:16]=2)[C:11]2([CH2:21][CH2:20][CH2:19][CH2:18]2)[C:10]1=[O:22].